This data is from Forward reaction prediction with 1.9M reactions from USPTO patents (1976-2016). The task is: Predict the product of the given reaction. (1) Given the reactants [C:1]1(B2OC(C)(C)C(C)(C)O2)[CH2:6][CH2:5][CH2:4][CH2:3][CH:2]=1.I[C:17]1[CH:25]=[CH:24][C:23]([S:26]([CH3:29])(=[O:28])=[O:27])=[CH:22][C:18]=1[C:19]([OH:21])=[O:20].[OH-].[K+], predict the reaction product. The product is: [C:1]1([C:17]2[CH:25]=[CH:24][C:23]([S:26]([CH3:29])(=[O:28])=[O:27])=[CH:22][C:18]=2[C:19]([OH:21])=[O:20])[CH2:6][CH2:5][CH2:4][CH2:3][CH:2]=1. (2) Given the reactants [Cl:1][C:2]1[CH:9]=[C:8]([F:10])[C:5]([CH2:6]Br)=[C:4]([F:11])[CH:3]=1.[C-:12]#[N:13].[K+], predict the reaction product. The product is: [Cl:1][C:2]1[CH:9]=[C:8]([F:10])[C:5]([CH2:6][C:12]#[N:13])=[C:4]([F:11])[CH:3]=1. (3) Given the reactants O.O.O.O.O.O.O.O.O.[C:10]([O-:22])(=[O:21])[CH2:11][C:12]([CH2:17][C:18]([O-:20])=[O:19])([C:14]([O-:16])=[O:15])[OH:13].[Mg+2:23].[Mg+2].[Mg+2].[C:26]([O-:38])(=[O:37])[CH2:27][C:28]([CH2:33][C:34]([O-:36])=[O:35])([C:30]([O-:32])=[O:31])[OH:29].[Mg], predict the reaction product. The product is: [C:10]([O-:22])(=[O:21])[CH2:11][C:12]([CH2:17][C:18]([O-:20])=[O:19])([C:14]([O-:16])=[O:15])[OH:13].[Mg+2:23].[Mg+2:23].[Mg+2:23].[C:26]([O-:38])(=[O:37])[CH2:27][C:28]([CH2:33][C:34]([O-:36])=[O:35])([C:30]([O-:32])=[O:31])[OH:29]. (4) Given the reactants [CH2:1]([O:3][C:4]([C:6]1[C:15](=[O:16])[C:14]2[C:9](=[C:10]([C:19]#[C:20][CH2:21][C@@H:22]3[C@H:26]([NH:27][C:28]([O:30][C:31]([CH3:34])([CH3:33])[CH3:32])=[O:29])[CH2:25][CH2:24][N:23]3[C:35]([O:37][C:38]([CH3:41])([CH3:40])[CH3:39])=[O:36])[C:11]([F:18])=[C:12]([F:17])[CH:13]=2)[N:8]([CH:42]2[CH2:44][CH2:43]2)[CH:7]=1)=[O:5])[CH3:2].C(N(CC)CC)C.N1C2C(=CC=CC=2)C=CC=1, predict the reaction product. The product is: [CH2:1]([O:3][C:4]([C:6]1[C:15](=[O:16])[C:14]2[C:9](=[C:10](/[CH:19]=[CH:20]\[CH2:21][C@@H:22]3[C@H:26]([NH:27][C:28]([O:30][C:31]([CH3:34])([CH3:33])[CH3:32])=[O:29])[CH2:25][CH2:24][N:23]3[C:35]([O:37][C:38]([CH3:41])([CH3:40])[CH3:39])=[O:36])[C:11]([F:18])=[C:12]([F:17])[CH:13]=2)[N:8]([CH:42]2[CH2:43][CH2:44]2)[CH:7]=1)=[O:5])[CH3:2]. (5) Given the reactants [CH3:1][O:2][C:3](=[O:16])[CH2:4][NH:5][C:6]1[CH:11]=[C:10]([CH3:12])[C:9]([CH:13]=O)=[C:8]([CH3:15])[CH:7]=1.[NH2:17][C:18]1[CH:19]=[C:20]([CH:32]=[CH:33][C:34]=1[NH2:35])[C:21]([NH:23][C:24]1[CH:29]=[CH:28][C:27]([CH3:30])=[C:26]([CH3:31])[CH:25]=1)=[O:22].C(S([O-])(=O)=O)(F)(F)F.C(S([O-])(=O)=O)(F)(F)F.C(S([O-])(=O)=O)(F)(F)F.[Yb+3].O, predict the reaction product. The product is: [CH3:1][O:2][C:3](=[O:16])[CH2:4][NH:5][C:6]1[CH:11]=[C:10]([CH3:12])[C:9]([C:13]2[NH:35][C:34]3[CH:33]=[CH:32][C:20]([C:21](=[O:22])[NH:23][C:24]4[CH:29]=[CH:28][C:27]([CH3:30])=[C:26]([CH3:31])[CH:25]=4)=[CH:19][C:18]=3[N:17]=2)=[C:8]([CH3:15])[CH:7]=1. (6) Given the reactants [CH2:1]([NH:3][C:4](=[O:22])[NH:5][C:6]1[CH:17]=[CH:16][C:15]([C:18]([F:21])([F:20])[F:19])=[CH:14][C:7]=1[C:8]([O:10]CC=C)=[O:9])[CH3:2].N1CCCC1, predict the reaction product. The product is: [CH2:1]([NH:3][C:4](=[O:22])[NH:5][C:6]1[CH:17]=[CH:16][C:15]([C:18]([F:20])([F:19])[F:21])=[CH:14][C:7]=1[C:8]([OH:10])=[O:9])[CH3:2].